Dataset: Catalyst prediction with 721,799 reactions and 888 catalyst types from USPTO. Task: Predict which catalyst facilitates the given reaction. (1) Reactant: [C:1]12([C:11](Cl)=[O:12])[CH2:10][CH:5]3[CH2:6][CH:7]([CH2:9][CH:3]([CH2:4]3)[CH2:2]1)[CH2:8]2.[CH2:14]([Mg]I)[CH3:15]. Product: [OH:12][CH:11]([C:1]12[CH2:10][CH:5]3[CH2:6][CH:7]([CH2:9][CH:3]([CH2:4]3)[CH2:2]1)[CH2:8]2)[CH2:14][CH3:15]. The catalyst class is: 305. (2) Reactant: [N:1]1(C(OC(C)(C)C)=O)[CH2:6][CH2:5][CH:4]([C:7]([O:9][CH2:10][N:11]2[CH:16]=[C:15]([C:17]3[CH:22]=[CH:21][C:20]([F:23])=[CH:19][CH:18]=3)[C:14](=[O:24])[C:13]([C:25](=[O:56])[NH:26][C:27]3[CH:32]=[CH:31][C:30]([O:33][C:34]4[CH:39]=[CH:38][N:37]=[C:36]([NH:40][CH:41]([C:48]5[CH:53]=[CH:52][CH:51]=[CH:50][CH:49]=5)[C:42]5[CH:47]=[CH:46][CH:45]=[CH:44][CH:43]=5)[C:35]=4[Cl:54])=[C:29]([F:55])[CH:28]=3)=[CH:12]2)=[O:8])[CH2:3][CH2:2]1.Cl. Product: [NH:1]1[CH2:6][CH2:5][CH:4]([C:7]([O:9][CH2:10][N:11]2[CH:16]=[C:15]([C:17]3[CH:22]=[CH:21][C:20]([F:23])=[CH:19][CH:18]=3)[C:14](=[O:24])[C:13]([C:25](=[O:56])[NH:26][C:27]3[CH:32]=[CH:31][C:30]([O:33][C:34]4[CH:39]=[CH:38][N:37]=[C:36]([NH:40][CH:41]([C:48]5[CH:49]=[CH:50][CH:51]=[CH:52][CH:53]=5)[C:42]5[CH:43]=[CH:44][CH:45]=[CH:46][CH:47]=5)[C:35]=4[Cl:54])=[C:29]([F:55])[CH:28]=3)=[CH:12]2)=[O:8])[CH2:3][CH2:2]1. The catalyst class is: 2.